From a dataset of Full USPTO retrosynthesis dataset with 1.9M reactions from patents (1976-2016). Predict the reactants needed to synthesize the given product. (1) Given the product [CH2:21]([O:20][CH2:19][C:13]1[N:14]([CH2:15][CH:16]([CH3:18])[CH3:17])[C:6]2[C:5]3[N:4]=[CH:3][C:2]([N:71]4[CH2:75][CH2:74][CH2:73][C:72]4=[O:76])=[CH:11][C:10]=3[N:9]=[CH:8][C:7]=2[N:12]=1)[CH3:22], predict the reactants needed to synthesize it. The reactants are: Br[C:2]1[CH:3]=[N:4][C:5]2[C:6]3[N:14]([CH2:15][CH:16]([CH3:18])[CH3:17])[C:13]([CH2:19][O:20][CH2:21][CH3:22])=[N:12][C:7]=3[CH:8]=[N:9][C:10]=2[CH:11]=1.C(=O)([O-])[O-].[Cs+].[Cs+].CC1(C)C2C=CC=C(P(C3C=CC=CC=3)C3C=CC=CC=3)C=2OC2C1=CC=CC=2P(C1C=CC=CC=1)C1C=CC=CC=1.[NH:71]1[CH2:75][CH2:74][CH2:73][C:72]1=[O:76]. (2) The reactants are: [C:1]1([N:7]2[CH:11]=[CH:10][CH:9]=[N:8]2)[CH:6]=[CH:5][CH:4]=[CH:3][CH:2]=1.CN([CH:15]=[O:16])C.O=P(Cl)(Cl)Cl. Given the product [C:1]1([N:7]2[CH:11]=[C:10]([CH:15]=[O:16])[CH:9]=[N:8]2)[CH:2]=[CH:3][CH:4]=[CH:5][CH:6]=1, predict the reactants needed to synthesize it. (3) Given the product [CH2:8]([CH:7]([NH:15][C:16]([C:18]1[CH:27]=[N:26][C:25]2[C:20](=[CH:21][CH:22]=[CH:23][CH:24]=2)[N:19]=1)=[O:17])[CH:6]([OH:28])[CH2:5][CH:4]([C:1](=[NH:2])[NH2:3])[CH2:32][CH2:33][C:34]([F:37])([CH3:36])[CH3:35])[C:9]1[CH:14]=[CH:13][CH:12]=[CH:11][CH:10]=1, predict the reactants needed to synthesize it. The reactants are: [C:1]([CH:4]([CH2:32][CH2:33][C:34]([F:37])([CH3:36])[CH3:35])[CH2:5][CH:6]([O:28]C(=O)C)[CH:7]([NH:15][C:16]([C:18]1[CH:27]=[N:26][C:25]2[C:20](=[CH:21][CH:22]=[CH:23][CH:24]=2)[N:19]=1)=[O:17])[CH2:8][C:9]1[CH:14]=[CH:13][CH:12]=[CH:11][CH:10]=1)(=[NH:3])[NH2:2].C(=O)([O-])[O-].[K+].[K+]. (4) The reactants are: [C:1]1([C:16]2[CH:21]=[CH:20][CH:19]=[CH:18][CH:17]=2)[CH:6]=[CH:5][C:4]([O:7][CH2:8][CH2:9][CH2:10][CH2:11][CH2:12][CH2:13][C:14]#[N:15])=[CH:3][CH:2]=1.[H-].[Al+3].[Li+].[H-].[H-].[H-].[OH-].[K+]. Given the product [C:1]1([C:16]2[CH:17]=[CH:18][CH:19]=[CH:20][CH:21]=2)[CH:2]=[CH:3][C:4]([O:7][CH2:8][CH2:9][CH2:10][CH2:11][CH2:12][CH2:13][CH2:14][NH2:15])=[CH:5][CH:6]=1, predict the reactants needed to synthesize it. (5) Given the product [F:15][C:16]1[CH:17]=[C:18]([CH:19]=[CH:20][C:21]=1[S:22]([CH3:25])(=[O:23])=[O:24])[O:26][CH2:43][CH2:42][CH2:41][CH:38]1[CH2:39][CH2:40][N:35]([C:33]2[O:32][N:31]=[C:30]([CH:27]([CH3:28])[CH3:29])[N:34]=2)[CH2:36][CH2:37]1, predict the reactants needed to synthesize it. The reactants are: CC(OC(/N=N/C(OC(C)C)=O)=O)C.[F:15][C:16]1[CH:17]=[C:18]([OH:26])[CH:19]=[CH:20][C:21]=1[S:22]([CH3:25])(=[O:24])=[O:23].[CH:27]([C:30]1[N:34]=[C:33]([N:35]2[CH2:40][CH2:39][CH:38]([CH2:41][CH2:42][CH2:43]O)[CH2:37][CH2:36]2)[O:32][N:31]=1)([CH3:29])[CH3:28].C1C=CC(P(C2C=CC=CC=2)C2C=CC=CC=2)=CC=1. (6) Given the product [C:10]([O:14][C:15](=[O:17])[NH:16][CH2:40][CH2:24][CH2:23][N:20]([CH2:8][C:5]1[CH:6]=[CH:7][C:2]([Br:1])=[CH:3][CH:4]=1)[C:33]([O:35][C:36]([CH3:37])([CH3:38])[CH3:39])=[O:34])([CH3:13])([CH3:12])[CH3:11], predict the reactants needed to synthesize it. The reactants are: [Br:1][C:2]1[CH:7]=[CH:6][C:5]([CH2:8]Br)=[CH:4][CH:3]=1.[C:10]([O:14][C:15](=[O:17])[NH2:16])([CH3:13])([CH3:12])[CH3:11].C([N:20]([CH2:23][CH3:24])CC)C.[C:33](O[C:33]([O:35][C:36]([CH3:39])([CH3:38])[CH3:37])=[O:34])(=[O:34])[O:35][C:36]([CH3:39])([CH3:38])[CH3:37].[C:40]1(C)C=CC=CC=1. (7) The reactants are: C(OC([C:6]1[O:10][C:9]([C:11]2[CH:16]=[CH:15][C:14]([O:17][CH3:18])=[CH:13][CH:12]=2)=[N:8][C:7]=1[C:19]([OH:21])=O)=O)C.C[N:23](C=O)C.[C:27](Cl)(=[O:31])[C:28](Cl)=O.N. Given the product [CH2:27]([O:31][C:6]1[O:10][C:9]([C:11]2[CH:12]=[CH:13][C:14]([O:17][CH3:18])=[CH:15][CH:16]=2)=[N:8][C:7]=1[C:19]([NH2:23])=[O:21])[CH3:28], predict the reactants needed to synthesize it.